Task: Predict which catalyst facilitates the given reaction.. Dataset: Catalyst prediction with 721,799 reactions and 888 catalyst types from USPTO Reactant: CC(OC(/N=N/C(OC(C)C)=O)=O)C.[F:15][C:16]1[CH:17]=[C:18]([OH:27])[CH:19]=[CH:20][C:21]=1[CH2:22][S:23]([CH3:26])(=[O:25])=[O:24].[CH:28]([C:31]1[O:35][N:34]=[C:33]([N:36]2[CH2:41][CH2:40][CH:39]([CH2:42][CH2:43][CH2:44]O)[CH2:38][CH2:37]2)[N:32]=1)([CH3:30])[CH3:29].C1C=CC(P(C2C=CC=CC=2)C2C=CC=CC=2)=CC=1. Product: [F:15][C:16]1[CH:17]=[C:18]([CH:19]=[CH:20][C:21]=1[CH2:22][S:23]([CH3:26])(=[O:24])=[O:25])[O:27][CH2:44][CH2:43][CH2:42][CH:39]1[CH2:40][CH2:41][N:36]([C:33]2[N:32]=[C:31]([CH:28]([CH3:29])[CH3:30])[O:35][N:34]=2)[CH2:37][CH2:38]1. The catalyst class is: 1.